This data is from Catalyst prediction with 721,799 reactions and 888 catalyst types from USPTO. The task is: Predict which catalyst facilitates the given reaction. (1) Reactant: [CH3:1][CH:2]([CH3:21])[CH2:3][CH:4]([C:12]1[CH:20]=[CH:19][C:15]([C:16]([OH:18])=O)=[CH:14][CH:13]=1)[O:5][C:6]1[CH:11]=[CH:10][CH:9]=[CH:8][CH:7]=1.F[P-](F)(F)(F)(F)F.N1(OC(N(C)C)=[N+](C)C)C2N=CC=CC=2N=N1.C(N(CC)CC)C.[NH2:53][CH2:54][C:55]1[C:56]([OH:63])=[N:57][C:58]([CH3:62])=[CH:59][C:60]=1[CH3:61]. Product: [OH:63][C:56]1[C:55]([CH2:54][NH:53][C:16](=[O:18])[C:15]2[CH:14]=[CH:13][C:12]([CH:4]([O:5][C:6]3[CH:7]=[CH:8][CH:9]=[CH:10][CH:11]=3)[CH2:3][CH:2]([CH3:1])[CH3:21])=[CH:20][CH:19]=2)=[C:60]([CH3:61])[CH:59]=[C:58]([CH3:62])[N:57]=1. The catalyst class is: 46. (2) Reactant: [CH3:1][C:2]1[CH:7]=[CH:6][C:5]([C:8]2[N:9]=[C:10]([N:17]3[CH2:22][CH2:21][O:20][CH2:19][CH2:18]3)[C:11]3[S:16][CH:15]=[CH:14][C:12]=3[N:13]=2)=[CH:4][C:3]=1[NH2:23].[N:24](OCCC(C)C)=O. The catalyst class is: 845. Product: [NH:23]1[C:3]2[C:2](=[CH:7][CH:6]=[C:5]([C:8]3[N:9]=[C:10]([N:17]4[CH2:18][CH2:19][O:20][CH2:21][CH2:22]4)[C:11]4[S:16][CH:15]=[CH:14][C:12]=4[N:13]=3)[CH:4]=2)[CH:1]=[N:24]1. (3) Reactant: [CH3:1][O:2][CH2:3][C@@H:4]([NH:11][C:12]([NH:14][C:15]1[N:20]=[CH:19][C:18]2[C:21]([C:43]3[CH:44]=[N:45][N:46]([CH3:48])[CH:47]=3)=[N:22][N:23](C(C3C=CC=CC=3)(C3C=CC=CC=3)C3C=CC=CC=3)[C:17]=2[CH:16]=1)=[O:13])[C:5]1[CH:10]=[CH:9][CH:8]=[CH:7][CH:6]=1.FC(F)(F)C(O)=O.C([SiH](CC)CC)C. Product: [CH3:1][O:2][CH2:3][C@H:4]([NH:11][C:12]([NH:14][C:15]1[N:20]=[CH:19][C:18]2[C:21]([C:43]3[CH:44]=[N:45][N:46]([CH3:48])[CH:47]=3)=[N:22][NH:23][C:17]=2[CH:16]=1)=[O:13])[C:5]1[CH:6]=[CH:7][CH:8]=[CH:9][CH:10]=1. The catalyst class is: 4. (4) The catalyst class is: 23. Reactant: Cl.[F:2][C:3]1([F:7])[CH2:6][NH:5][CH2:4]1.CCN(C(C)C)C(C)C.FC(F)(F)S([O-])(=O)=O.[N:25]1([S:30](N2C=C[N+](C)=C2)(=[O:32])=[O:31])[CH:29]=[CH:28][N:27]=[CH:26]1. Product: [F:2][C:3]1([F:7])[CH2:6][N:5]([S:30]([N:25]2[CH:29]=[CH:28][N:27]=[CH:26]2)(=[O:32])=[O:31])[CH2:4]1. (5) Reactant: [CH2:1]=[CH:2][C:3]1[CH:8]=[CH:7][CH:6]=[CH:5][CH:4]=1.[CH3:9][C:10]([C:12]1[CH:17]=[CH:16][CH:15]=[CH:14][CH:13]=1)=[CH2:11]. Product: [CH3:9][C:6]1[CH:7]=[CH:8][C:3]([CH:2]=[CH2:1])=[CH:4][CH:5]=1.[CH3:11][C:10]([C:12]1[CH:17]=[CH:16][CH:15]=[CH:14][CH:13]=1)=[CH2:9]. The catalyst class is: 5.